Dataset: TCR-epitope binding with 47,182 pairs between 192 epitopes and 23,139 TCRs. Task: Binary Classification. Given a T-cell receptor sequence (or CDR3 region) and an epitope sequence, predict whether binding occurs between them. (1) The epitope is FPPTSFGPL. The TCR CDR3 sequence is CASSDGTGADYGGYTF. Result: 1 (the TCR binds to the epitope). (2) The epitope is KAYNVTQAF. The TCR CDR3 sequence is CASSLLGMHEQYF. Result: 1 (the TCR binds to the epitope). (3) The epitope is IPRRNVATL. The TCR CDR3 sequence is CASSLIGRNEQFF. Result: 0 (the TCR does not bind to the epitope). (4) The TCR CDR3 sequence is CASSLDWTSSYEQYF. The epitope is CTELKLSDY. Result: 0 (the TCR does not bind to the epitope).